From a dataset of Forward reaction prediction with 1.9M reactions from USPTO patents (1976-2016). Predict the product of the given reaction. (1) Given the reactants [NH2:1][NH:2][C:3]([C:5]1[C:10]([CH3:11])=[CH:9][CH:8]=[CH:7][N:6]=1)=[NH:4].[OH:12][C:13]1[CH:20]=[CH:19][C:18]([OH:21])=[CH:17][C:14]=1[CH:15]=O, predict the reaction product. The product is: [OH:21][C:18]1[CH:19]=[CH:20][C:13]([OH:12])=[C:14]([C:15]2[NH:1][N:2]=[C:3]([C:5]3[C:10]([CH3:11])=[CH:9][CH:8]=[CH:7][N:6]=3)[N:4]=2)[CH:17]=1. (2) Given the reactants [CH3:1][O:2][C:3]([C:5]1([CH:13]=O)[CH2:10][C@H:9]([CH3:11])[CH2:8][C@H:7]([CH3:12])[CH2:6]1)=[O:4].C([O-])(=O)C.[Na+].Cl.[CH2:21]([O:28][NH2:29])[C:22]1[CH:27]=[CH:26][CH:25]=[CH:24][CH:23]=1, predict the reaction product. The product is: [CH3:1][O:2][C:3]([C:5]1([CH:13]=[N:29][O:28][CH2:21][C:22]2[CH:27]=[CH:26][CH:25]=[CH:24][CH:23]=2)[CH2:6][C@H:7]([CH3:12])[CH2:8][C@H:9]([CH3:11])[CH2:10]1)=[O:4]. (3) Given the reactants [CH3:1][C:2]1[CH:28]=[CH:27][CH:26]=[C:25]([CH3:29])[C:3]=1[O:4][C:5]1[CH:6]=[C:7]([CH:22]=[CH:23][CH:24]=1)[CH2:8][O:9][C:10]1[CH:15]=[CH:14][C:13]([CH2:16][CH2:17][C:18]([O:20]C)=[O:19])=[CH:12][CH:11]=1.[OH-].[Na+], predict the reaction product. The product is: [CH3:1][C:2]1[CH:28]=[CH:27][CH:26]=[C:25]([CH3:29])[C:3]=1[O:4][C:5]1[CH:6]=[C:7]([CH:22]=[CH:23][CH:24]=1)[CH2:8][O:9][C:10]1[CH:11]=[CH:12][C:13]([CH2:16][CH2:17][C:18]([OH:20])=[O:19])=[CH:14][CH:15]=1. (4) The product is: [F:11][C:10]1[CH:9]=[C:8]2[C:4]([C:5]([C:21]3[CH:22]=[N:23][N:24]([CH2:26][CH2:27][C:36]([NH2:38])=[O:37])[CH:25]=3)=[CH:6][N:7]2[S:12]([C:15]2[CH:16]=[CH:17][CH:18]=[CH:19][CH:20]=2)(=[O:14])=[O:13])=[CH:3][CH:2]=1. Given the reactants F[C:2]1[CH:3]=[C:4]2[C:8](=[CH:9][C:10]=1[F:11])[N:7]([S:12]([C:15]1[CH:20]=[CH:19][CH:18]=[CH:17][CH:16]=1)(=[O:14])=[O:13])[CH:6]=[C:5]2[C:21]1[CH:22]=[N:23][N:24]([CH2:26][CH:27]2CCNCC2)[CH:25]=1.BrCC[C:36]([NH2:38])=[O:37].C([O-])([O-])=O.[K+].[K+], predict the reaction product. (5) Given the reactants Cl[C:2]1[C:11]([C:12]([O:14][CH2:15][CH3:16])=[O:13])=[CH:10][C:9]2[C:4](=[N:5][CH:6]=[CH:7][CH:8]=2)[N:3]=1.[CH3:17][NH2:18], predict the reaction product. The product is: [CH3:17][NH:18][C:2]1[C:11]([C:12]([O:14][CH2:15][CH3:16])=[O:13])=[CH:10][C:9]2[C:4](=[N:5][CH:6]=[CH:7][CH:8]=2)[N:3]=1.